Dataset: Full USPTO retrosynthesis dataset with 1.9M reactions from patents (1976-2016). Task: Predict the reactants needed to synthesize the given product. (1) Given the product [NH:7]1[C:13](/[CH:12]=[CH:11]/[C:15]2[CH:16]=[CH:17][C:18](/[C:21](/[C:33]3[CH:34]=[C:35]4[C:39](=[CH:40][CH:41]=3)[N:38]([CH:42]3[CH2:47][CH2:46][CH2:45][CH2:44][O:43]3)[N:37]=[C:36]4[F:48])=[C:22](/[CH:29]3[CH2:32][CH2:31][CH2:30]3)\[C:23]3[CH:24]=[CH:25][CH:26]=[CH:27][CH:28]=3)=[CH:19][CH:20]=2)=[CH:14][N:9]=[N:8]1, predict the reactants needed to synthesize it. The reactants are: C=O.C(O)(=O)C.[N-:7]=[N+:8]=[N-:9].[Na+].[CH:11](/[C:15]1[CH:20]=[CH:19][C:18](/[C:21](/[C:33]2[CH:34]=[C:35]3[C:39](=[CH:40][CH:41]=2)[N:38]([CH:42]2[CH2:47][CH2:46][CH2:45][CH2:44][O:43]2)[N:37]=[C:36]3[F:48])=[C:22](/[CH:29]2[CH2:32][CH2:31][CH2:30]2)\[C:23]2[CH:28]=[CH:27][CH:26]=[CH:25][CH:24]=2)=[CH:17][CH:16]=1)=[CH:12]\[C:13]#[CH:14].O=C1O[C@H]([C@H](CO)O)C([O-])=C1O.[Na+]. (2) Given the product [CH2:15]([N:1]1[C:11]2[C:6](=[CH:7][CH:8]=[CH:9][CH:10]=2)[C:4](=[O:5])[C:2]1=[O:3])[CH2:16][CH:17]([CH3:19])[CH3:18], predict the reactants needed to synthesize it. The reactants are: [NH:1]1[C:11]2[C:6](=[CH:7][CH:8]=[CH:9][CH:10]=2)[C:4](=[O:5])[C:2]1=[O:3].[H-].[Na+].Br[CH2:15][CH2:16][CH:17]([CH3:19])[CH3:18]. (3) Given the product [NH2:22][C:17]1[CH:18]=[N:19][C:20]2[C:15]([C:16]=1[NH:25][CH2:26][CH2:27][CH2:28][OH:29])=[CH:14][CH:13]=[C:12]([Br:11])[CH:21]=2, predict the reactants needed to synthesize it. The reactants are: S(S([O-])(=O)=O)([O-])(=O)=O.[Na+].[Na+].[Br:11][C:12]1[CH:21]=[C:20]2[C:15]([C:16]([NH:25][CH2:26][CH2:27][CH2:28][OH:29])=[C:17]([N+:22]([O-])=O)[CH:18]=[N:19]2)=[CH:14][CH:13]=1. (4) Given the product [Cl:1][C:2]1[C:10]([O:11][CH2:12][CH:13]2[O:15][CH2:14]2)=[CH:9][C:8]([C:16]2[N:17]([C:33]([O:35][C:36]([CH3:38])([CH3:37])[CH3:39])=[O:34])[C:18]3[C:23]([CH:24]=2)=[CH:22][C:21]([CH2:26][N:27]2[CH2:28][CH2:29][CH2:30][CH2:31][CH2:32]2)=[CH:20][CH:19]=3)=[C:7]2[C:3]=1[CH2:4][NH:5][C:6]2=[O:40], predict the reactants needed to synthesize it. The reactants are: [Cl:1][C:2]1[C:10]([O:11][CH2:12][CH:13]2[O:15][CH2:14]2)=[CH:9][C:8]([C:16]2[N:17]([C:33]([O:35][C:36]([CH3:39])([CH3:38])[CH3:37])=[O:34])[C:18]3[C:23]([C:24]=2C)=[CH:22][C:21]([CH2:26][N:27]2[CH2:32][CH2:31][CH2:30][CH2:29][CH2:28]2)=[CH:20][CH:19]=3)=[C:7]2[C:3]=1[CH2:4][NH:5][C:6]2=[O:40].C1(C)C=CC=CC=1P(C1C=CC=CC=1C)C1C=CC=CC=1C.C(N(CC)CC)C. (5) Given the product [CH3:1][N:4]([CH3:5])[C:19]([C@@H:18]([NH:17][C:15](=[O:16])[O:14][C:10]([CH3:13])([CH3:12])[CH3:11])[CH:22]([CH3:24])[CH3:23])=[O:20], predict the reactants needed to synthesize it. The reactants are: [CH:1]([N:4](CC)[CH:5](C)C)(C)C.[C:10]([O:14][C:15]([NH:17][C@@H:18]([CH:22]([CH3:24])[CH3:23])[C:19](O)=[O:20])=[O:16])([CH3:13])([CH3:12])[CH3:11].Cl.CN(C)CCCN=C=NCC.CNC.